Dataset: Forward reaction prediction with 1.9M reactions from USPTO patents (1976-2016). Task: Predict the product of the given reaction. (1) Given the reactants [C:1]([O:5][C:6](=[O:19])[NH:7][CH:8]([CH:16]1[CH2:18][O:17]1)[CH2:9][C:10]1[CH:15]=[CH:14][CH:13]=[CH:12][CH:11]=1)([CH3:4])([CH3:3])[CH3:2].[CH2:20]([NH2:24])[CH:21]([CH3:23])[CH3:22], predict the reaction product. The product is: [C:1]([O:5][C:6](=[O:19])[NH:7][CH:8]([CH2:9][C:10]1[CH:15]=[CH:14][CH:13]=[CH:12][CH:11]=1)[CH:16]([OH:17])[CH2:18][NH:24][CH2:20][CH:21]([CH3:23])[CH3:22])([CH3:4])([CH3:3])[CH3:2]. (2) Given the reactants NN.[Cl:3][C:4]1[C:5]2[S:12][C:11]([C:13]3[CH:18]=[CH:17][CH:16]=[CH:15][C:14]=3[O:19][CH2:20][CH3:21])=[C:10]([C:22]#[N:23])[C:6]=2[N:7]=[CH:8][N:9]=1.[OH2:24].NN, predict the reaction product. The product is: [Cl:3][C:4]1[C:5]2[S:12][C:11]([C:13]3[CH:18]=[CH:17][CH:16]=[CH:15][C:14]=3[O:19][CH2:20][CH3:21])=[C:10]([CH:22]=[N:23][OH:24])[C:6]=2[N:7]=[CH:8][N:9]=1. (3) Given the reactants CO[C:3]1[CH:8]=[CH:7][C:6](/[CH:9]=[CH:10]/[N+:11]([O-:13])=[O:12])=[CH:5][C:4]=1OC.[C:16]1([CH:23]=CC(O)=[CH:19][CH:18]=1)O.C=CC=C, predict the reaction product. The product is: [N+:11]([CH:10]1[CH2:19][CH:18]=[CH:16][CH2:23][CH:9]1[C:6]1[CH:7]=[CH:8][CH:3]=[CH:4][CH:5]=1)([O-:13])=[O:12]. (4) Given the reactants C[O:2][C:3]([C:5]1([NH:12][C:13](=[O:36])[C:14]2[CH:19]=[CH:18][C:17]([O:20][CH2:21][CH2:22][C:23]3[CH:24]=[C:25]([CH3:29])[CH:26]=[CH:27][CH:28]=3)=[C:16]([CH:30]([OH:35])[C:31]([F:34])([F:33])[F:32])[CH:15]=2)[CH2:10][CH2:9][CH:8]([CH3:11])[CH2:7][CH2:6]1)=[O:4].[OH-].[Li+].O, predict the reaction product. The product is: [CH3:11][CH:8]1[CH2:7][CH2:6][C:5]([NH:12][C:13](=[O:36])[C:14]2[CH:19]=[CH:18][C:17]([O:20][CH2:21][CH2:22][C:23]3[CH:24]=[C:25]([CH3:29])[CH:26]=[CH:27][CH:28]=3)=[C:16]([CH:30]([OH:35])[C:31]([F:32])([F:33])[F:34])[CH:15]=2)([C:3]([OH:4])=[O:2])[CH2:10][CH2:9]1. (5) Given the reactants [C:1]([O:5][C:6]([N:8]1[CH2:12][C@@H:11]([CH:13]=O)[C@H:10]([C:15]([CH3:23])([CH3:22])[O:16][SiH2:17][C:18]([CH3:21])([CH3:20])[CH3:19])[CH2:9]1)=[O:7])([CH3:4])([CH3:3])[CH3:2].[CH:24]([NH2:27])([CH3:26])[CH3:25].[BH-](OC(C)=O)(OC(C)=O)OC(C)=O.[Na+].CC#N.O, predict the reaction product. The product is: [C:1]([O:5][C:6]([N:8]1[CH2:12][C@@H:11]([CH2:13][NH:27][CH:24]([CH3:26])[CH3:25])[C@H:10]([C:15]([CH3:23])([CH3:22])[O:16][SiH2:17][C:18]([CH3:20])([CH3:19])[CH3:21])[CH2:9]1)=[O:7])([CH3:4])([CH3:3])[CH3:2]. (6) Given the reactants [OH-].[Na+].[CH2:3]([N:10]1[CH2:15][CH2:14][CH:13]([C:16]([O:18]CC)=[O:17])[CH2:12][CH2:11]1)[C:4]1[CH:9]=[CH:8][CH:7]=[CH:6][CH:5]=1.O1CCCC1.Cl, predict the reaction product. The product is: [CH2:3]([N:10]1[CH2:11][CH2:12][CH:13]([C:16]([OH:18])=[O:17])[CH2:14][CH2:15]1)[C:4]1[CH:5]=[CH:6][CH:7]=[CH:8][CH:9]=1.